The task is: Predict which catalyst facilitates the given reaction.. This data is from Catalyst prediction with 721,799 reactions and 888 catalyst types from USPTO. Reactant: C(N(CC)CC)C.CN(C1C=CC=CN=1)C.CN(C)C(Cl)=S.O[C:24]1[C:25](C)=[C:26]2[C:30](=[CH:31][C:32]=1C=O)[C:29](=[O:35])[C:28](/C=C/C)=[CH:27]2. Product: [C:29]1(=[O:35])[C:30]2[C:26](=[CH:25][CH:24]=[CH:32][CH:31]=2)[CH:27]=[CH:28]1. The catalyst class is: 12.